From a dataset of Forward reaction prediction with 1.9M reactions from USPTO patents (1976-2016). Predict the product of the given reaction. Given the reactants CCN(C(C)C)C(C)C.[OH:10][C:11]1[CH:12]=[C:13]([C:17]2[O:21][N:20]=[C:19]([C:22]([OH:24])=O)[CH:18]=2)[CH:14]=[CH:15][CH:16]=1.C1(C2ON=C(C(O)=O)C=2)C=CC=CC=1.C(OC1C=CC=CC=1C(=O)C)C1C=CC=CC=1.C1C=CC2N(O)N=NC=2C=1.CCN=C=NCCCN(C)C.Cl.Cl.[NH2:79][CH2:80][C:81]([N:83]1[CH2:88][CH2:87][CH:86]([O:89][C:90]2[CH:95]=[CH:94][CH:93]=[C:92]([C:96]([F:99])([F:98])[F:97])[CH:91]=2)[CH2:85][CH2:84]1)=[O:82], predict the reaction product. The product is: [O:82]=[C:81]([N:83]1[CH2:84][CH2:85][CH:86]([O:89][C:90]2[CH:95]=[CH:94][CH:93]=[C:92]([C:96]([F:99])([F:97])[F:98])[CH:91]=2)[CH2:87][CH2:88]1)[CH2:80][NH:79][C:22]([C:19]1[CH:18]=[C:17]([C:13]2[CH:14]=[CH:15][CH:16]=[C:11]([OH:10])[CH:12]=2)[O:21][N:20]=1)=[O:24].